From a dataset of Peptide-MHC class II binding affinity with 134,281 pairs from IEDB. Regression. Given a peptide amino acid sequence and an MHC pseudo amino acid sequence, predict their binding affinity value. This is MHC class II binding data. (1) The peptide sequence is GTKTEAEDVIPEGWK. The MHC is HLA-DQA10102-DQB10502 with pseudo-sequence HLA-DQA10102-DQB10502. The binding affinity (normalized) is 0.150. (2) The peptide sequence is IDKFLANVSTVLTGK. The MHC is DRB1_1602 with pseudo-sequence DRB1_1602. The binding affinity (normalized) is 0.833. (3) The peptide sequence is EKKYFAATQFEPLAA. The MHC is HLA-DQA10101-DQB10501 with pseudo-sequence HLA-DQA10101-DQB10501. The binding affinity (normalized) is 0.443.